Dataset: Forward reaction prediction with 1.9M reactions from USPTO patents (1976-2016). Task: Predict the product of the given reaction. (1) Given the reactants Br[C:2]1[CH:3]=[C:4]([C:16]([F:19])([F:18])[F:17])[C:5]2[N:6]([C:8]([Cl:15])=[C:9]([C:11]([O:13][CH3:14])=[O:12])[N:10]=2)[CH:7]=1.[Br-].[CH:21]1([Zn+])[CH2:25][CH2:24][CH2:23][CH2:22]1, predict the reaction product. The product is: [Cl:15][C:8]1[N:6]2[CH:7]=[C:2]([CH:21]3[CH2:25][CH2:24][CH2:23][CH2:22]3)[CH:3]=[C:4]([C:16]([F:19])([F:18])[F:17])[C:5]2=[N:10][C:9]=1[C:11]([O:13][CH3:14])=[O:12]. (2) Given the reactants ClC1C(F)=C(C=C(C(F)(F)F)C=1)C[N:6]1[CH2:11][CH2:10][C:9]([CH2:13][O:14][C:15]2[C:23]([CH:24]3[CH2:26][CH2:25]3)=[CH:22][C:18]([C:19](O)=[O:20])=[C:17]([F:27])[CH:16]=2)(F)[CH2:8][CH2:7]1.C1(C2C(OCC3CC[N:54]([S:57]([CH3:60])(=[O:59])=[O:58])CC3)=CC(F)=C(C=2)C(O)=O)CC1, predict the reaction product. The product is: [CH:24]1([C:23]2[C:15]([O:14][CH2:13][CH:9]3[CH2:10][CH2:11][N:6]([S:57]([CH3:60])(=[O:59])=[O:58])[CH2:7][CH2:8]3)=[CH:16][C:17]([F:27])=[C:18]([CH:22]=2)[C:19]([NH:54][S:57]([CH3:60])(=[O:59])=[O:58])=[O:20])[CH2:26][CH2:25]1. (3) Given the reactants [CH3:1][N:2]1[C:6]2[CH:7]=[CH:8][C:9]([C:11]([OH:13])=O)=[CH:10][C:5]=2[N:4]=[CH:3]1.CCN=C=NCCCN(C)C.C1C=CC2N(O)N=NC=2C=1.Cl.[CH3:36][O:37][NH:38][CH3:39].CCN(CC)CC, predict the reaction product. The product is: [CH3:36][O:37][N:38]([CH3:39])[C:11]([C:9]1[CH:8]=[CH:7][C:6]2[N:2]([CH3:1])[CH:3]=[N:4][C:5]=2[CH:10]=1)=[O:13]. (4) Given the reactants C(N(CC)CC)C.[CH2:8]([O:10][C:11]([C:13]1[CH:18]=[N:17][C:16]([C:19]#[N:20])=[CH:15][N:14]=1)=[O:12])[CH3:9].Cl.[NH2:22][OH:23], predict the reaction product. The product is: [NH2:20][C:19](=[N:22][OH:23])[C:16]1[N:17]=[CH:18][C:13]([C:11]([O:10][CH2:8][CH3:9])=[O:12])=[N:14][CH:15]=1. (5) Given the reactants [NH2:1][CH2:2][C@@H:3]([C:5]1[CH:10]=[CH:9][CH:8]=[CH:7][CH:6]=1)[OH:4].C([O-])([O-])=O.[K+].[K+].[Br:17][C:18]1[CH:19]=[C:20]([CH:25]=[CH:26][C:27]=1[CH2:28]Br)[C:21]([O:23][CH3:24])=[O:22], predict the reaction product. The product is: [Br:17][C:18]1[CH:19]=[C:20]([CH:25]=[CH:26][C:27]=1[CH2:28][NH:1][CH2:2][C@H:3]([OH:4])[C:5]1[CH:10]=[CH:9][CH:8]=[CH:7][CH:6]=1)[C:21]([O:23][CH3:24])=[O:22]. (6) The product is: [Br:1][C:2]1[CH:3]=[C:4]([CH:8]=[CH:9][N:10]=1)[C:5]([N:33]([O:34][CH3:35])[CH3:32])=[O:6]. Given the reactants [Br:1][C:2]1[CH:3]=[C:4]([CH:8]=[CH:9][N:10]=1)[C:5](O)=[O:6].ClC1N=C(OC)N=C(OC)N=1.C(N(C(C)C)CC)(C)C.Cl.[CH3:32][NH:33][O:34][CH3:35], predict the reaction product. (7) Given the reactants [F:1][CH:2]([F:28])[C:3]1[S:7][C:6]([C:8]([NH:10][C:11]2[N:15]([CH2:16][C@H:17]3[CH2:21][CH2:20][CH2:19][NH:18]3)[C:14]3[CH:22]=[CH:23][C:24]([CH2:26][OH:27])=[CH:25][C:13]=3[N:12]=2)=[O:9])=[CH:5][CH:4]=1.[C:29]([CH2:31][C:32](O)=[O:33])#[N:30].CCN(C(C)C)C(C)C.CN(C(ON1N=NC2C=CC=NC1=2)=[N+](C)C)C.F[P-](F)(F)(F)(F)F, predict the reaction product. The product is: [C:29]([CH2:31][C:32]([N:18]1[CH2:19][CH2:20][CH2:21][C@@H:17]1[CH2:16][N:15]1[C:14]2[CH:22]=[CH:23][C:24]([CH2:26][OH:27])=[CH:25][C:13]=2[N:12]=[C:11]1[NH:10][C:8]([C:6]1[S:7][C:3]([CH:2]([F:1])[F:28])=[CH:4][CH:5]=1)=[O:9])=[O:33])#[N:30]. (8) Given the reactants [C:1]([C:3]1[CH:12]=[C:11]2[C:6]([CH2:7][CH2:8][N:9]([CH2:13][CH2:14][C:15]([O:17][C:18]([CH3:21])([CH3:20])[CH3:19])=[O:16])[CH2:10]2)=[CH:5][CH:4]=1)#[N:2].[NH2:22][OH:23], predict the reaction product. The product is: [NH2:2][C:1](=[N:22][OH:23])[C:3]1[CH:12]=[C:11]2[C:6]([CH2:7][CH2:8][N:9]([CH2:13][CH2:14][C:15]([O:17][C:18]([CH3:21])([CH3:20])[CH3:19])=[O:16])[CH2:10]2)=[CH:5][CH:4]=1. (9) The product is: [C:4]1([CH3:14])[CH:5]=[CH:6][C:7]([CH2:10][C:11]([O:13][CH2:1][CH3:2])=[O:12])=[CH:8][CH:9]=1. Given the reactants [CH2:1](O)[CH3:2].[C:4]1([CH3:14])[CH:9]=[CH:8][C:7]([CH2:10][C:11]([OH:13])=[O:12])=[CH:6][CH:5]=1.O.C1(C)C=CC(S(O)(=O)=O)=CC=1.C(N(CC)CC)C, predict the reaction product.